The task is: Predict the reactants needed to synthesize the given product.. This data is from Full USPTO retrosynthesis dataset with 1.9M reactions from patents (1976-2016). Given the product [NH2:1][C:2]1[C:7]([Cl:43])=[C:6]([CH2:8][N:9]2[CH2:10][CH2:11][N:12]([C:15]([O:17][C:18]([CH3:19])([CH3:20])[CH3:21])=[O:16])[CH2:13][CH2:14]2)[C:5]([C:22]([F:24])([F:25])[F:23])=[CH:4][C:3]=1[C:26]([O:28][CH2:29][CH3:30])=[O:27], predict the reactants needed to synthesize it. The reactants are: [NH2:1][C:2]1[C:3]([C:26]([O:28][CH2:29][CH3:30])=[O:27])=[CH:4][C:5]([C:22]([F:25])([F:24])[F:23])=[C:6]([CH2:8][N:9]2[CH2:14][CH2:13][N:12]([C:15]([O:17][C:18]([CH3:21])([CH3:20])[CH3:19])=[O:16])[CH2:11][CH2:10]2)[CH:7]=1.NC1C([Cl:43])=C(C=O)C(C(F)(F)F)=CC=1C(OCC)=O.